Dataset: Peptide-MHC class I binding affinity with 185,985 pairs from IEDB/IMGT. Task: Regression. Given a peptide amino acid sequence and an MHC pseudo amino acid sequence, predict their binding affinity value. This is MHC class I binding data. (1) The peptide sequence is NAQQFANVI. The MHC is HLA-A68:02 with pseudo-sequence HLA-A68:02. The binding affinity (normalized) is 0.104. (2) The peptide sequence is TLYCVHQGI. The MHC is HLA-A01:01 with pseudo-sequence HLA-A01:01. The binding affinity (normalized) is 0.117. (3) The peptide sequence is LTSNCTRTT. The MHC is HLA-A02:01 with pseudo-sequence HLA-A02:01. The binding affinity (normalized) is 0.